This data is from Catalyst prediction with 721,799 reactions and 888 catalyst types from USPTO. The task is: Predict which catalyst facilitates the given reaction. (1) Product: [Cl:18][C:4]1[CH:3]=[C:2]([C:27]2[CH:28]=[C:29]3[C:24](=[CH:25][CH:26]=2)[C:23](=[O:40])[N:22]([CH:19]2[CH2:21][CH2:20]2)[CH2:30]3)[CH:17]=[CH:16][C:5]=1[CH2:6][N:7]1[CH2:11][C:10](=[O:12])[N:9]([CH2:13][CH3:14])[C:8]1=[O:15]. Reactant: Br[C:2]1[CH:17]=[CH:16][C:5]([CH2:6][N:7]2[CH2:11][C:10](=[O:12])[N:9]([CH2:13][CH3:14])[C:8]2=[O:15])=[C:4]([Cl:18])[CH:3]=1.[CH:19]1([N:22]2[CH2:30][C:29]3[C:24](=[CH:25][CH:26]=[C:27](B4OC(C)(C)C(C)(C)O4)[CH:28]=3)[C:23]2=[O:40])[CH2:21][CH2:20]1.C1(P(C2CCCCC2)C2CCCCC2)CCCCC1.P([O-])([O-])([O-])=O.[K+].[K+].[K+]. The catalyst class is: 38. (2) The catalyst class is: 4. Reactant: [CH2:1]=[CH:2][CH2:3][CH2:4][CH2:5][CH2:6][CH2:7][CH3:8]. Product: [CH3:1][CH2:2][CH2:3][CH2:4][CH2:5][CH2:6][CH:7]=[CH:8][CH2:1][CH2:2][CH2:3][CH2:4][CH2:5][CH3:6].